The task is: Regression/Classification. Given a drug SMILES string, predict its absorption, distribution, metabolism, or excretion properties. Task type varies by dataset: regression for continuous measurements (e.g., permeability, clearance, half-life) or binary classification for categorical outcomes (e.g., BBB penetration, CYP inhibition). Dataset: b3db_classification.. This data is from Blood-brain barrier permeability classification from the B3DB database. (1) The compound is C#CCN(C)[C@H](C)Cc1ccccc1. The result is 1 (penetrates BBB). (2) The molecule is COn1cc(C(=O)O)c(=O)c2cc3c(cc21)OCO3. The result is 1 (penetrates BBB). (3) The drug is COc1cc(/C=C/C(=O)NCCn2c(C)cc3ccccc32)cc(OC)c1OC. The result is 1 (penetrates BBB). (4) The molecule is CN1C[C@H](NS(=O)(=O)N(C)C)C[C@H]2c3cccc4c3c(cn4C)C[C@H]21. The result is 1 (penetrates BBB). (5) The drug is c1ccc(-c2cc(-c3ccccc3)c(N3CCN(c4ncccn4)CC3)nn2)cc1. The result is 1 (penetrates BBB). (6) The molecule is CC(C)(C)NC(=O)NC(C(=O)N1CC2C(C1C(=O)NC(CC1CCC1)C(=O)C(N)=O)C2(C)C)C(C)(C)C. The result is 0 (does not penetrate BBB). (7) The drug is c1ccc2oc(-c3ccncc3)cc2c1. The result is 1 (penetrates BBB).